From a dataset of NCI-60 drug combinations with 297,098 pairs across 59 cell lines. Regression. Given two drug SMILES strings and cell line genomic features, predict the synergy score measuring deviation from expected non-interaction effect. (1) Drug 1: CC(C1=C(C=CC(=C1Cl)F)Cl)OC2=C(N=CC(=C2)C3=CN(N=C3)C4CCNCC4)N. Drug 2: COC1=C2C(=CC3=C1OC=C3)C=CC(=O)O2. Cell line: NCIH23. Synergy scores: CSS=4.43, Synergy_ZIP=-1.97, Synergy_Bliss=2.22, Synergy_Loewe=-10.1, Synergy_HSA=1.98. (2) Drug 1: CN(C)N=NC1=C(NC=N1)C(=O)N. Drug 2: CC1=C(C=C(C=C1)NC(=O)C2=CC=C(C=C2)CN3CCN(CC3)C)NC4=NC=CC(=N4)C5=CN=CC=C5. Cell line: A498. Synergy scores: CSS=-1.43, Synergy_ZIP=6.71, Synergy_Bliss=-0.400, Synergy_Loewe=-3.68, Synergy_HSA=-3.40. (3) Drug 1: CC12CCC(CC1=CCC3C2CCC4(C3CC=C4C5=CN=CC=C5)C)O. Drug 2: CC1=C(C(=CC=C1)Cl)NC(=O)C2=CN=C(S2)NC3=CC(=NC(=N3)C)N4CCN(CC4)CCO. Cell line: EKVX. Synergy scores: CSS=16.8, Synergy_ZIP=-2.83, Synergy_Bliss=2.46, Synergy_Loewe=-10.9, Synergy_HSA=1.64. (4) Synergy scores: CSS=2.95, Synergy_ZIP=-3.05, Synergy_Bliss=-1.74, Synergy_Loewe=-3.94, Synergy_HSA=-2.27. Drug 1: CN1C(=O)N2C=NC(=C2N=N1)C(=O)N. Cell line: SF-539. Drug 2: CN(C(=O)NC(C=O)C(C(C(CO)O)O)O)N=O.